From a dataset of Reaction yield outcomes from USPTO patents with 853,638 reactions. Predict the reaction yield, written as a fraction of the theoretical maximum amount of product (1.0 means a 100% yield; for example, 0.34 means a 34% yield). (1) The reactants are Cl[C:2]1[CH:7]=[CH:6][N:5]=[C:4]2[NH:8][N:9]=[CH:10][C:3]=12.[I-:11].[Na+].[C:13](Cl)(=[O:15])[CH3:14].OS([O-])=O.[Na+]. The catalyst is C(#N)C. The product is [I:11][C:2]1[CH:7]=[CH:6][N:5]=[C:4]2[N:8]([C:13](=[O:15])[CH3:14])[N:9]=[CH:10][C:3]=12. The yield is 0.420. (2) The reactants are [CH3:1][C:2]1[CH:23]=[CH:22][CH:21]=[C:20]([CH3:24])[C:3]=1[O:4][C:5]1[CH:6]=[C:7]2[C:11](=[CH:12][CH:13]=1)[C:10](=[O:14])[N:9]([CH2:15][C:16]([OH:18])=[O:17])[C:8]2=[O:19].S(=O)(=O)(O)O.[CH3:30]O. The catalyst is O. The product is [CH3:30][O:17][C:16](=[O:18])[CH2:15][N:9]1[C:8](=[O:19])[C:7]2[C:11](=[CH:12][CH:13]=[C:5]([O:4][C:3]3[C:2]([CH3:1])=[CH:23][CH:22]=[CH:21][C:20]=3[CH3:24])[CH:6]=2)[C:10]1=[O:14]. The yield is 0.960. (3) The catalyst is O. The product is [Si:63]([O:62][CH2:61][C@H:60]([CH3:70])[CH2:59][C@@H:58]([CH3:71])[C@@H:9]([OH:8])[C@@H:10]([CH3:57])/[CH:11]=[CH:12]\[C@@H:13]([O:49][Si:50]([C:53]([CH3:56])([CH3:55])[CH3:54])([CH3:51])[CH3:52])[CH2:14][C@H:15]([O:41][Si:42]([C:45]([CH3:46])([CH3:47])[CH3:48])([CH3:44])[CH3:43])[C@@H:16]([CH3:40])/[CH:17]=[CH:18]/[CH2:19][O:20][C:21]([C:28]1[CH:29]=[CH:30][CH:31]=[CH:32][CH:33]=1)([C:34]1[CH:39]=[CH:38][CH:37]=[CH:36][CH:35]=1)[C:22]1[CH:23]=[CH:24][CH:25]=[CH:26][CH:27]=1)([C:66]([CH3:69])([CH3:67])[CH3:68])([CH3:65])[CH3:64]. The reactants are COC1C=CC(C[O:8][C@H:9]([C@H:58]([CH3:71])[CH2:59][C@@H:60]([CH3:70])[CH2:61][O:62][Si:63]([C:66]([CH3:69])([CH3:68])[CH3:67])([CH3:65])[CH3:64])[C@@H:10]([CH3:57])/[CH:11]=[CH:12]\[C@@H:13]([O:49][Si:50]([C:53]([CH3:56])([CH3:55])[CH3:54])([CH3:52])[CH3:51])[CH2:14][C@H:15]([O:41][Si:42]([C:45]([CH3:48])([CH3:47])[CH3:46])([CH3:44])[CH3:43])[C@@H:16]([CH3:40])/[CH:17]=[CH:18]/[CH2:19][O:20][C:21]([C:34]2[CH:39]=[CH:38][CH:37]=[CH:36][CH:35]=2)([C:28]2[CH:33]=[CH:32][CH:31]=[CH:30][CH:29]=2)[C:22]2[CH:27]=[CH:26][CH:25]=[CH:24][CH:23]=2)=CC=1.C(Cl)Cl.C(C1C(=O)C(Cl)=C(Cl)C(=O)C=1C#N)#N. The yield is 0.840. (4) The reactants are [CH3:1][O:2][CH3:3].[CH2:4]([Li])CCC.[B:9]([O:14]C)([O:12]C)OC.[CH3:16][C:17]([OH:19])=O.[CH2:20]1[CH2:24][O:23][CH2:22][CH2:21]1. No catalyst specified. The product is [CH3:1][O:2][C:3]1[CH:4]=[CH:16][C:17]2[O:19][CH2:20][CH2:24][O:23][C:22]=2[C:21]=1[B:9]([OH:12])[OH:14]. The yield is 0.980. (5) The reactants are N1C2C(=CC=CC=2)C=C[CH:2]=1.[C:11]([CH:15]1[CH2:24][CH2:23][C:22]2[N:21]=[C:20]3[S:25][C:26]([SH:28])=[N:27][C:19]3=[CH:18][C:17]=2[CH2:16]1)([CH3:14])([CH3:13])[CH3:12].C([O-])([O-])=O.[K+].[K+].IC. The product is [C:11]([CH:15]1[CH2:24][CH2:23][C:22]2[N:21]=[C:20]3[S:25][C:26]([S:28][CH3:2])=[N:27][C:19]3=[CH:18][C:17]=2[CH2:16]1)([CH3:14])([CH3:12])[CH3:13]. The yield is 0.900. The catalyst is CN(C=O)C.O.